Dataset: Full USPTO retrosynthesis dataset with 1.9M reactions from patents (1976-2016). Task: Predict the reactants needed to synthesize the given product. (1) The reactants are: [Br:1][C:2]1[C:3](Cl)=[N:4][C:5]([Cl:8])=[N:6][CH:7]=1.C(N(CC)C(C)C)(C)C.[CH:19]1([NH2:24])[CH2:23][CH2:22][CH2:21][CH2:20]1. Given the product [Br:1][C:2]1[C:3]([NH:24][CH:19]2[CH2:23][CH2:22][CH2:21][CH2:20]2)=[N:4][C:5]([Cl:8])=[N:6][CH:7]=1, predict the reactants needed to synthesize it. (2) Given the product [Cl:1][C:2]1[CH:3]=[CH:4][C:5]([O:8][CH2:9][C:10]([OH:12])=[O:11])=[CH:6][CH:7]=1, predict the reactants needed to synthesize it. The reactants are: [Cl:1][C:2]1[CH:7]=[CH:6][C:5]([O:8][CH2:9][C:10]([O:12]CC)=[O:11])=[CH:4][CH:3]=1.[OH-].[K+]. (3) Given the product [ClH:39].[Cl:1][C@@:23]([C:27]1[CH:32]=[CH:31][CH:30]=[C:29]([O:33][CH3:34])[CH:28]=1)([CH2:24][CH3:25])[C@@H:22]([CH3:35])[CH2:21][N:20]([CH3:36])[CH3:19], predict the reactants needed to synthesize it. The reactants are: [ClH:1].CN(C)C[C@H](C)[C@H](C1C=C(O)C=CC=1)CC.Cl.[CH3:19][N:20]([CH3:36])[CH2:21][C@H:22]([CH3:35])[C@@:23]([C:27]1[CH:32]=[CH:31][CH:30]=[C:29]([O:33][CH3:34])[CH:28]=1)(O)[CH2:24][CH3:25].S(Cl)([Cl:39])=O. (4) Given the product [CH3:18][O:17][C@@H:5]([CH2:6][C:7]1[CH:8]=[CH:9][C:10]([C:13](=[O:16])[CH2:14][O:33][C:30]2[CH:29]=[CH:28][C:27]([O:20][C:21]3[CH:26]=[CH:25][CH:24]=[CH:23][CH:22]=3)=[CH:32][CH:31]=2)=[CH:11][CH:12]=1)[C:4]([OH:3])=[O:19], predict the reactants needed to synthesize it. The reactants are: C([O:3][C:4](=[O:19])[C@@H:5]([O:17][CH3:18])[CH2:6][C:7]1[CH:12]=[CH:11][C:10]([C:13](=[O:16])[CH2:14]Br)=[CH:9][CH:8]=1)C.[O:20]([C:27]1[CH:32]=[CH:31][C:30]([OH:33])=[CH:29][CH:28]=1)[C:21]1[CH:26]=[CH:25][CH:24]=[CH:23][CH:22]=1.C([O-])([O-])=O.[K+].[K+].CO. (5) Given the product [F:22][C:21]([F:24])([F:23])[C:20]1[C:12]([C:8]2[N:7]=[C:6]3[N:5]=[CH:4][CH:3]=[C:2]([NH:25][C:26]4[CH:31]=[N:30][C:29]([C:32]([F:35])([F:33])[F:34])=[CH:28][N:27]=4)[C:11]3=[N:10][CH:9]=2)=[N:13][CH:14]=[C:15]([CH:19]=1)[C:16]([NH2:18])=[O:17], predict the reactants needed to synthesize it. The reactants are: Cl[C:2]1[C:11]2[C:6](=[N:7][C:8]([C:12]3[C:20]([C:21]([F:24])([F:23])[F:22])=[CH:19][C:15]([C:16]([NH2:18])=[O:17])=[CH:14][N:13]=3)=[CH:9][N:10]=2)[N:5]=[CH:4][CH:3]=1.[NH2:25][C:26]1[CH:31]=[N:30][C:29]([C:32]([F:35])([F:34])[F:33])=[CH:28][N:27]=1. (6) Given the product [C:36]1([S:33]([C:18]([CH:20]2[CH2:32][C:23]3[NH:24][C:25]4[CH:26]=[CH:27][C:28]([Cl:31])=[CH:29][C:30]=4[C:22]=3[CH2:21]2)([F:19])[C:16]2[O:15][N:14]=[C:13]([CH2:12][NH:11][CH2:10][C:7]3[CH:6]=[CH:5][C:4]([CH2:3][OH:2])=[CH:9][CH:8]=3)[N:17]=2)(=[O:35])=[O:34])[CH:41]=[CH:40][CH:39]=[CH:38][CH:37]=1, predict the reactants needed to synthesize it. The reactants are: C[O:2][C:3](=O)[C:4]1[CH:9]=[CH:8][C:7]([CH2:10][NH:11][CH2:12][C:13]2[N:17]=[C:16]([C:18]([S:33]([C:36]3[CH:41]=[CH:40][CH:39]=[CH:38][CH:37]=3)(=[O:35])=[O:34])([CH:20]3[CH2:32][C:23]4[NH:24][C:25]5[CH:26]=[CH:27][C:28]([Cl:31])=[CH:29][C:30]=5[C:22]=4[CH2:21]3)[F:19])[O:15][N:14]=2)=[CH:6][CH:5]=1.[H-].[Al+3].[Li+].[H-].[H-].[H-].